From a dataset of Full USPTO retrosynthesis dataset with 1.9M reactions from patents (1976-2016). Predict the reactants needed to synthesize the given product. (1) Given the product [Cl:13][C:7]1[C:8]([Cl:12])=[C:9]([O:2][CH3:1])[N:10]=[C:5]([CH3:4])[N:6]=1, predict the reactants needed to synthesize it. The reactants are: [CH3:1][O-:2].[Na+].[CH3:4][C:5]1[N:10]=[C:9](Cl)[C:8]([Cl:12])=[C:7]([Cl:13])[N:6]=1. (2) The reactants are: CC1C(=O)NC(=O)[N:4]([C@@H:10]2O[C@H:13]([CH2:15]O)[C@@H:12](N=[N+]=[N-])[CH2:11]2)C=1.[CH2:29]1[CH2:34][CH2:33][CH:32](N=C=N[CH:29]2[CH2:34][CH2:33][CH2:32][CH2:31][CH2:30]2)[CH2:31][CH2:30]1. Given the product [CH2:10]([NH2:4])[CH2:11][CH2:12][CH2:13][CH2:15][CH2:10][CH2:11][CH2:12][CH2:13][CH2:15][CH2:30][CH2:31][CH2:32][CH2:33][CH2:34][CH3:29], predict the reactants needed to synthesize it. (3) Given the product [C:39]1([S:45]([OH:48])(=[O:47])=[O:46])[CH:44]=[CH:43][CH:42]=[CH:41][CH:40]=1.[C:1]([N:4]1[CH2:9][CH2:8][N:7]([C:10]2[N:11]([CH2:32][C:33]([F:36])([F:35])[F:34])[C:12]3[C:17]([N:18]=2)=[C:16]([N:19]2[CH2:20][CH2:21][O:22][CH2:23][CH2:24]2)[N:15]=[C:14]([C:25]2[CH:26]=[N:27][C:28]([NH2:31])=[N:29][CH:30]=2)[N:13]=3)[CH2:6][C@@H:5]1[CH3:37])(=[O:3])[CH3:2], predict the reactants needed to synthesize it. The reactants are: [C:1]([N:4]1[CH2:9][CH2:8][N:7]([C:10]2[N:11]([CH2:32][C:33]([F:36])([F:35])[F:34])[C:12]3[C:17]([N:18]=2)=[C:16]([N:19]2[CH2:24][CH2:23][O:22][CH2:21][CH2:20]2)[N:15]=[C:14]([C:25]2[CH:26]=[N:27][C:28]([NH2:31])=[N:29][CH:30]=2)[N:13]=3)[CH2:6][C@@H:5]1[CH3:37])(=[O:3])[CH3:2].O.[C:39]1([S:45]([OH:48])(=[O:47])=[O:46])[CH:44]=[CH:43][CH:42]=[CH:41][CH:40]=1. (4) Given the product [NH:1]1[C:9]2[C:4](=[CH:5][C:6]([CH:10]3[CH2:11][CH2:12][N:13]([C:16]([O:18][C:19]([CH3:22])([CH3:21])[CH3:20])=[O:17])[CH2:14][CH2:15]3)=[CH:7][CH:8]=2)[CH:3]=[N:2]1, predict the reactants needed to synthesize it. The reactants are: [NH:1]1[C:9]2[C:4](=[CH:5][C:6]([C:10]3[CH2:11][CH2:12][N:13]([C:16]([O:18][C:19]([CH3:22])([CH3:21])[CH3:20])=[O:17])[CH2:14][CH:15]=3)=[CH:7][CH:8]=2)[CH:3]=[N:2]1.